This data is from NCI-60 drug combinations with 297,098 pairs across 59 cell lines. The task is: Regression. Given two drug SMILES strings and cell line genomic features, predict the synergy score measuring deviation from expected non-interaction effect. (1) Drug 1: CC12CCC(CC1=CCC3C2CCC4(C3CC=C4C5=CN=CC=C5)C)O. Drug 2: CCC1(C2=C(COC1=O)C(=O)N3CC4=CC5=C(C=CC(=C5CN(C)C)O)N=C4C3=C2)O.Cl. Cell line: HT29. Synergy scores: CSS=18.0, Synergy_ZIP=-5.22, Synergy_Bliss=5.09, Synergy_Loewe=-3.59, Synergy_HSA=4.66. (2) Drug 1: COC1=NC(=NC2=C1N=CN2C3C(C(C(O3)CO)O)O)N. Drug 2: CC1C(C(CC(O1)OC2CC(CC3=C2C(=C4C(=C3O)C(=O)C5=CC=CC=C5C4=O)O)(C(=O)C)O)N)O. Cell line: SK-MEL-5. Synergy scores: CSS=59.8, Synergy_ZIP=0.237, Synergy_Bliss=1.19, Synergy_Loewe=-22.2, Synergy_HSA=3.93.